Predict the product of the given reaction. From a dataset of Forward reaction prediction with 1.9M reactions from USPTO patents (1976-2016). (1) Given the reactants [CH3:1][C@@:2]1([CH2:13][O:14][C:15]2[CH:20]=[CH:19][C:18]([N:21]3[CH2:26][CH2:25][N:24]([C:27](OC(C)(C)C)=[O:28])[CH2:23][CH2:22]3)=[CH:17][CH:16]=2)[O:6][C:5]2=[N:7][C:8]([N+:10]([O-:12])=[O:11])=[CH:9][N:4]2[CH2:3]1.FC(F)(F)C(O)=O.[F:41][C:42]([F:53])([F:52])[O:43][C:44]1[CH:51]=[CH:50][C:47]([CH2:48][NH2:49])=[CH:46][CH:45]=1.C(N1C=CN=C1)(N1C=CN=C1)=O, predict the reaction product. The product is: [F:41][C:42]([F:52])([F:53])[O:43][C:44]1[CH:51]=[CH:50][C:47]([CH2:48][NH:49][C:27]([N:24]2[CH2:25][CH2:26][N:21]([C:18]3[CH:19]=[CH:20][C:15]([O:14][CH2:13][C@:2]4([CH3:1])[O:6][C:5]5=[N:7][C:8]([N+:10]([O-:12])=[O:11])=[CH:9][N:4]5[CH2:3]4)=[CH:16][CH:17]=3)[CH2:22][CH2:23]2)=[O:28])=[CH:46][CH:45]=1. (2) Given the reactants N1C=CC=CC=1.[NH2:7][C:8]1[C:9]([Cl:18])=[N:10][CH:11]=[C:12]([CH:17]=1)[C:13]([O:15][CH3:16])=[O:14].[N+:19]([C:22]1[CH:30]=[CH:29][CH:28]=[CH:27][C:23]=1[C:24](Cl)=[O:25])([O-:21])=[O:20], predict the reaction product. The product is: [Cl:18][C:9]1[C:8]([NH:7][C:24](=[O:25])[C:23]2[CH:27]=[CH:28][CH:29]=[CH:30][C:22]=2[N+:19]([O-:21])=[O:20])=[CH:17][C:12]([C:13]([O:15][CH3:16])=[O:14])=[CH:11][N:10]=1. (3) Given the reactants [C:1]([O:5][C:6]([NH:8][CH2:9][CH2:10][NH:11][CH2:12][CH2:13][NH2:14])=[O:7])([CH3:4])([CH3:3])[CH3:2].[F:15][C:16]([F:23])([F:22])[C:17](OCC)=[O:18], predict the reaction product. The product is: [C:1]([O:5][C:6]([NH:8][CH2:9][CH2:10][NH:11][CH2:12][CH2:13][NH:14][C:17](=[O:18])[C:16]([F:23])([F:22])[F:15])=[O:7])([CH3:4])([CH3:3])[CH3:2]. (4) Given the reactants [Br:1][C:2]1[N:7]=[C:6]([C:8]([OH:10])=[O:9])[C:5]([Cl:11])=[CH:4][CH:3]=1.[CH3:12]O, predict the reaction product. The product is: [Br:1][C:2]1[N:7]=[C:6]([C:8]([O:10][CH3:12])=[O:9])[C:5]([Cl:11])=[CH:4][CH:3]=1. (5) Given the reactants [Br:1][C:2]1[C:3]([CH3:8])=[N:4][CH:5]=[CH:6][CH:7]=1.[OH:9]O, predict the reaction product. The product is: [Br:1][C:2]1[C:3]([CH3:8])=[N+:4]([O-:9])[CH:5]=[CH:6][CH:7]=1.